Dataset: Forward reaction prediction with 1.9M reactions from USPTO patents (1976-2016). Task: Predict the product of the given reaction. Given the reactants C(N(CC)CC)C.[CH:8]([C:10]1[C:18]2[C:13](=[CH:14][CH:15]=[CH:16][CH:17]=2)[N:12](C(OC(C)(C)C)=O)[CH:11]=1)=[O:9].[CH3:26][O:27][C:28]1[CH:29]=[C:30]([CH:41]=[CH:42][CH:43]=1)[N:31]=[CH:32][C:33]1[CH:34]=[N:35][C:36]([O:39][CH3:40])=[CH:37][CH:38]=1, predict the reaction product. The product is: [NH:12]1[C:13]2[C:18](=[CH:17][CH:16]=[CH:15][CH:14]=2)[C:10]([C:8](=[O:9])[CH:32]([NH:31][C:30]2[CH:41]=[CH:42][CH:43]=[C:28]([O:27][CH3:26])[CH:29]=2)[C:33]2[CH:34]=[N:35][C:36]([O:39][CH3:40])=[CH:37][CH:38]=2)=[CH:11]1.